The task is: Predict the reaction yield, written as a fraction of the theoretical maximum amount of product (1.0 means a 100% yield; for example, 0.34 means a 34% yield).. This data is from Reaction yield outcomes from USPTO patents with 853,638 reactions. (1) The reactants are C(OC(=O)[NH:10][C:11]1[CH:16]=[CH:15][CH:14]=[C:13]([C:17]2[N:21]([CH:22]3[CH2:24][CH2:23]3)[CH:20]=[N:19][N:18]=2)[CH:12]=1)C1C=CC=CC=1. The catalyst is Br. The product is [CH:22]1([N:21]2[CH:20]=[N:19][N:18]=[C:17]2[C:13]2[CH:12]=[C:11]([NH2:10])[CH:16]=[CH:15][CH:14]=2)[CH2:24][CH2:23]1. The yield is 0.880. (2) The reactants are Cl[C:2]1[C:7]([N+:8]([O-:10])=[O:9])=[CH:6][CH:5]=[C:4]([Cl:11])[N:3]=1.[NH:12]1[CH2:16][CH2:15][CH2:14][CH2:13]1. The catalyst is C(Cl)Cl. The product is [Cl:11][C:4]1[N:3]=[C:2]([N:12]2[CH2:16][CH2:15][CH2:14][CH2:13]2)[C:7]([N+:8]([O-:10])=[O:9])=[CH:6][CH:5]=1. The yield is 0.790. (3) The reactants are [C:1]12([NH:6][S:7]([C:10]3[C:11](Cl)=[N:12][CH:13]=[C:14]([Cl:16])[CH:15]=3)(=[O:9])=[O:8])[CH2:5][CH:3]([CH2:4]1)[CH2:2]2.[C:18]12(NS(C3C(Br)=NC=C(Cl)C=3)(=O)=O)CC(C1)C2.C(Cl)Cl.C[Zn]C.C1(C)C=CC=CC=1.C(O)(=O)CC(CC(O)=O)(C(O)=O)O. The catalyst is O1CCOCC1.O. The product is [C:1]12([NH:6][S:7]([C:10]3[C:11]([CH3:18])=[N:12][CH:13]=[C:14]([Cl:16])[CH:15]=3)(=[O:9])=[O:8])[CH2:5][CH:3]([CH2:4]1)[CH2:2]2. The yield is 0.280. (4) The reactants are [C:1]([O:5][C:6]([NH:8][NH:9][C:10]1[CH:18]=[CH:17][C:13]([C:14]([OH:16])=[O:15])=[CH:12][N:11]=1)=[O:7])([CH3:4])([CH3:3])[CH3:2].ClC1C=C(Cl)C=C(Cl)C=1C(Cl)=O.CCN(C(C)C)C(C)C.[CH2:40]([N:43]1[C:51]2[C:50](=[O:52])[NH:49][C:48]([NH2:53])=[N:47][C:46]=2[N:45]([C@H:54]2[C@H:61]3[C@H:57]([O:58][C:59]([CH3:63])([CH3:62])[O:60]3)[C@@H:56]([CH2:64]O)[O:55]2)[C:44]1=[O:66])[CH:41]=[CH2:42]. The catalyst is C1(C)C=CC=CC=1.CN(C1C=CN=CC=1)C. The product is [C:1]([O:5][C:6]([NH:8][NH:9][C:10]1[CH:18]=[CH:17][C:13]([C:14]([O:16][CH2:64][C@@H:56]2[C@@H:57]3[C@@H:61]([O:60][C:59]([CH3:62])([CH3:63])[O:58]3)[C@H:54]([N:45]3[C:44](=[O:66])[N:43]([CH2:40][CH:41]=[CH2:42])[C:51]4[C:50](=[O:52])[NH:49][C:48]([NH2:53])=[N:47][C:46]3=4)[O:55]2)=[O:15])=[CH:12][N:11]=1)=[O:7])([CH3:4])([CH3:2])[CH3:3]. The yield is 0.480. (5) The reactants are [F:1][C:2]1[C:10]2[O:9][C:8]([CH2:11]O)=[CH:7][C:6]=2[CH:5]=[CH:4][CH:3]=1.[Br:13]C(Br)(Br)Br.C1(P(C2C=CC=CC=2)C2C=CC=CC=2)C=CC=CC=1. The catalyst is ClCCl. The product is [Br:13][CH2:11][C:8]1[O:9][C:10]2[C:2]([F:1])=[CH:3][CH:4]=[CH:5][C:6]=2[CH:7]=1. The yield is 0.970. (6) The product is [O:1]1[CH2:5][CH2:4][O:3][CH:2]1[CH2:6][CH2:7][CH2:8][CH2:9][CH2:10][CH2:11][CH2:12][CH2:13][O:14][C:15]1[CH:16]=[C:17]([CH:18]([C:24]2[S:23][CH:27]=[CH:26][CH:25]=2)[OH:19])[CH:20]=[CH:21][CH:22]=1. The catalyst is C1COCC1. The yield is 0.870. The reactants are [O:1]1[CH2:5][CH2:4][O:3][CH:2]1[CH2:6][CH2:7][CH2:8][CH2:9][CH2:10][CH2:11][CH2:12][CH2:13][O:14][C:15]1[CH:16]=[C:17]([CH:20]=[CH:21][CH:22]=1)[CH:18]=[O:19].[S:23]1[CH:27]=[CH:26][CH:25]=[C:24]1[Mg]Br.